From a dataset of Experimentally validated miRNA-target interactions with 360,000+ pairs, plus equal number of negative samples. Binary Classification. Given a miRNA mature sequence and a target amino acid sequence, predict their likelihood of interaction. (1) The miRNA is hsa-miR-4701-3p with sequence AUGGGUGAUGGGUGUGGUGU. The protein sequence of the target gene is MSERCCSRYSSGASIGCTPTSTQAKMVSKRIAQETFDAAVRENIEEFAMGPEEAVKEAVEQFESQGVDLSNIVKTAPKVSADGSQEPTHDILQMLSDLQESVASSRPQEVSAYLTRFCDQCKQDKACRFLAAQKGAYPIIFTAWKLATAGDQGLLLQSLNALSVLTDGQPDLLDAQGLQLLVATLTQNADEADLTCSGIRCVRHACLKHEQNRQDLVKAGVLPLLTGAITHHGHHTDVVREACWALRVMTFDDDIRVPFGHAHNHAKMIVQENKGLKVLIEATKAFLDNPGILSELCGTL.... Result: 0 (no interaction). (2) The miRNA is mmu-miR-448-5p with sequence GAACAUCCUGCAUAGUGCUGCC. The protein sequence of the target gene is MDPLSPPLCTLPPGPEPPRFVCYCEGEESGEGDRGGFNLYVTDAAELWSTCFTPDSLAALKARFGLSAAEDITPRFRAACEQQAVALTLQEDRASLTLSGGPSALAFDLSKVPGPEAAPRLRALTLGLAKRVWSLERRLAAAEETAVSPRKSPRPAGPQLFLPDPDPQRGGPGPGVRRRCPGESLINPGFKSKKPAGGVDFDET. Result: 0 (no interaction). (3) The miRNA is hsa-miR-6845-5p with sequence CGGGGCCAGAGCAGAGAGC. The protein sequence of the target gene is MAALLAAAAVRARILQVSSKVKSSPTWYSASSFSSSVPTVKLFIGGKFVESKSDKWIDIHNPATNEVIGRVPQATKAEMDAAIASCKRAFPAWADTSVLSRQQVLLRYQQLIKENLKEIAKLITLEQGKTLADAEGDVFRGLQVVEHACSVTSLMMGETMPSITKDMDLYSYRLPLGVCAGIAPFNFPAMIPLWMFPMAMVCGNTFLMKPSERVPGATMLLAKLLQDSGAPDGTLNIIHGQHEAVNFICDHPDIKAISFVGSNKAGEYIFERGSRHGKRVQANMGAKNHGVVMPDANKEN.... Result: 1 (interaction). (4) The miRNA is hsa-miR-6818-5p with sequence UUGUGUGAGUACAGAGAGCAUC. The protein sequence of the target gene is MARPGQRWLGKWLVAMVVWALCRLATPLAKNLEPVSWSSLNPKFLSGKGLVIYPKIGDKLDIICPRAEAGRPYEYYKLYLVRPEQAAACSTVLDPNVLVTCNRPEQEIRFTIKFQEFSPNYMGLEFKKHHDYYITSTSNGSLEGLENREGGVCRTRTMKIIMKVGQDPNAVTPEQLTTSRPSKEADNTVKMATQAPGSRGSLGDSDGKHETVNQEEKSGPGASGGSSGDPDGFFNSKVALFAAVGAGCVIFLLIIIFLTVLLLKLRKRHRKHTQQRAAALSLSTLASPKGGSGTAGTEPS.... Result: 1 (interaction). (5) The miRNA is hsa-miR-4496 with sequence GAGGAAACUGAAGCUGAGAGGG. The protein sequence of the target gene is MEKQKPFTLFVPPRLSSSQVSAVKPQTAGGDSNYFKTANKCTEGDFGVPFTMSSRENIDKDPAFQKLSILPMLEQVANSGSCHYQEGVNDSDFENSEPMSRLYSKLYKEAEKIKKWKVSIESELKQKENKLQENRKIIEAQRKAIQELQFENEKVSLKLEEEIQENKDLIKENNATIHWCNLLKETCARSAEKTNKYEYEREETRQVYVDLNSNIEKMILAFEELRVQAENARLEMHFKLKEDHEKIQHLEEEYQKEVNNKENQVSELLIQSAEKENKMKDLTFLLEESRDKANQLEEKT.... Result: 0 (no interaction). (6) The miRNA is mmu-miR-9-5p with sequence UCUUUGGUUAUCUAGCUGUAUGA. The protein sequence of the target gene is MAPEASPERSCSLHTCPLEDPTGAPVPPPTVSTLQAIDPTSPLTAGHFAFPRAPQDYQEGSSLLGLGDQASLCAHVSNLSTSIDTSQHDGVWKQPSVQRHVVSVRQERTFRMPKSYSHMIADWPVAVIVGCLAFIFLCTLAGLLGSPPLDFSEPLLGFEPRDTEIGRRLEVWKAMQALTGPKNLLSLSPDPEMNSSSLLSTLSPAAWGRAEESVVRTKRMVGPVEVKEEENFFCGRPEKSHAKLVFVSTSGGSLWNLQAIHSMCRIEQEQIRSHISFGALCQRSAANECCPSWSLGNYLA.... Result: 1 (interaction). (7) The miRNA is hsa-miR-1271-5p with sequence CUUGGCACCUAGCAAGCACUCA. The protein sequence of the target gene is MASPGLPGSGEGQEGEETTGVSARHGVEVLQQAQELFLLCDKDAKGFITRQDLQGLQSDLPLTPEQLEAVFESLDQAHTGFLTAREFCLGLGKFVGVESAPGGSPLRTSEETFESGTGGSLEEEEEDVETFYTSLEKLGVARVLGEQWAVRTLWVGLQRERPELLGSLEEVLMRASACLEAAAREREGLEQALRRRESEHEREVRGLYEELEQQLGEQRHRRQSQNLPREEQRGHLELELQTREQELERAGLRQRELEQQLQARAAEQLEAQAQHIQLQRAYEAIRAQLDQAQEQLSRLE.... Result: 0 (no interaction). (8) The miRNA is hsa-miR-5006-3p with sequence UUUCCCUUUCCAUCCUGGCAG. The protein sequence of the target gene is MVSLPRLCALWGCLLTAVHLGQCVTCSDKQYLHDGQCCDLCQPGSRLTSHCTALEKTQCHPCDSGEFSAQWNREIRCHQHRHCEPNQGLRVKKEGTAESDTVCTCKEGQHCTSKDCEACAQHTPCIPGFGVMEMATETTDTVCHPCPVGFFSNQSSLFEKCYPWTSCEDKNLEVLQKGTSQTNVICGLKSRMRALLVIPVVMGILITIFGVFLYIKKVVKKPKDNEILPPAARRQDPQEMEDYPGHNTAAPVQETLHGCQPVTQEDGKESRISVQERQVTDSIALRPLV. Result: 0 (no interaction). (9) The miRNA is hsa-miR-1297 with sequence UUCAAGUAAUUCAGGUG. The protein sequence of the target gene is MSRINKNVVLALLTLTSSAFLLFQLYYYKHYLSTKNGAGLSKSKGSRIGFDSTQWRAVKKFIMLTSNQNVPVFLIDPLILELINKNFEQVKNTSHGSTSQCKFFCVPRDFTAFALQYHLWKNEEGWFRIAENMGFQCLKIESKDPRLDGIDSLSGTEIPLHYICKLATHAIHLVVFHERSGNYLWHGHLRLKEHIDRKFVPFRKLQFGRYPGAFDRPELQQVTVDGLEVLIPKDPMHFVEEVPHSRFIECRYKEARAFFQQYLDDNTVEAVAFRKSAKELLQLAAKTLNKLGVPFWLSSG.... Result: 1 (interaction).